This data is from Reaction yield outcomes from USPTO patents with 853,638 reactions. The task is: Predict the reaction yield, written as a fraction of the theoretical maximum amount of product (1.0 means a 100% yield; for example, 0.34 means a 34% yield). (1) The yield is 0.870. The reactants are C([O:5][C:6](=[O:18])[CH:7]([N:9]1[C:13]([C:14]([O:16][CH3:17])=[O:15])=[CH:12][N:11]=[N:10]1)[CH3:8])(C)(C)C.Cl. The catalyst is O1CCOCC1. The product is [CH3:17][O:16][C:14]([C:13]1[N:9]([CH:7]([CH3:8])[C:6]([OH:18])=[O:5])[N:10]=[N:11][CH:12]=1)=[O:15]. (2) The reactants are C(O[C:4](=[O:21])[C:5](=[CH:11][NH:12][C:13]1[CH:14]=[N:15][C:16]([O:19][CH3:20])=[CH:17][CH:18]=1)[C:6]([O:8][CH2:9][CH3:10])=[O:7])C.C(O)C. The catalyst is C1(OC2C=CC=CC=2)C=CC=CC=1. The product is [CH2:9]([O:8][C:6]([C:5]1[C:4](=[O:21])[C:14]2[C:13](=[CH:18][CH:17]=[C:16]([O:19][CH3:20])[N:15]=2)[NH:12][CH:11]=1)=[O:7])[CH3:10]. The yield is 0.320. (3) The reactants are [C:1]([O:5][C:6]([N:8]1[CH2:20][CH2:19][C:18]2[C:17]3[C:12](=[CH:13][C:14](Br)=[CH:15][CH:16]=3)[N:11]([CH3:22])[C:10]=2[CH2:9]1)=[O:7])([CH3:4])([CH3:3])[CH3:2].[Cl:23][C:24]1[CH:29]=[CH:28][C:27]([C:30]2[CH:35]=[CH:34][NH:33][C:32](=[O:36])[CH:31]=2)=[C:26]([O:37][CH3:38])[CH:25]=1.C([O-])([O-])=O.[Cs+].[Cs+].OC1C=CC=C2C=1N=CC=C2. The catalyst is CS(C)=O.[Cu](I)I. The product is [C:1]([O:5][C:6]([N:8]1[CH2:20][CH2:19][C:18]2[C:17]3[C:12](=[CH:13][C:14]([N:33]4[CH:34]=[CH:35][C:30]([C:27]5[CH:28]=[CH:29][C:24]([Cl:23])=[CH:25][C:26]=5[O:37][CH3:38])=[CH:31][C:32]4=[O:36])=[CH:15][CH:16]=3)[N:11]([CH3:22])[C:10]=2[CH2:9]1)=[O:7])([CH3:4])([CH3:3])[CH3:2]. The yield is 0.540. (4) The reactants are [N:1]([CH:4]([C:6]1[N:11]=[CH:10][C:9]([F:12])=[CH:8][N:7]=1)[CH3:5])=[N+]=[N-]. The catalyst is [Pd]. The product is [F:12][C:9]1[CH:8]=[N:7][C:6]([CH:4]([NH2:1])[CH3:5])=[N:11][CH:10]=1. The yield is 0.990. (5) The reactants are [Cl:1][C:2]1[CH:15]=[CH:14][C:5]([CH2:6][N:7]2[CH2:12][CH2:11][CH:10]([NH2:13])[CH2:9][CH2:8]2)=[CH:4][C:3]=1[O:16][CH2:17][CH3:18].[CH3:19][C:20]1[CH:21]=[C:22]([CH:26]=[CH:27][CH:28]=1)[C:23](Cl)=[O:24]. No catalyst specified. The product is [Cl:1][C:2]1[CH:15]=[CH:14][C:5]([CH2:6][N:7]2[CH2:12][CH2:11][CH:10]([NH:13][C:23](=[O:24])[C:22]3[CH:26]=[CH:27][CH:28]=[C:20]([CH3:19])[CH:21]=3)[CH2:9][CH2:8]2)=[CH:4][C:3]=1[O:16][CH2:17][CH3:18]. The yield is 0.560. (6) The reactants are [Cl:1][C:2]1[CH:3]=[C:4]([C:8]2[N:9]=[CH:10][C:11]3[CH2:12][CH2:13][C:14]([CH3:26])([CH3:25])[C:15]4([C:21](=[O:22])[N:20]([CH3:23])[C:19](=O)[NH:18]4)[C:16]=3[CH:17]=2)[CH:5]=[CH:6][CH:7]=1.COC1C=CC(P2(SP(C3C=CC(OC)=CC=3)(=S)S2)=[S:36])=CC=1. The catalyst is C1(C)C=CC=CC=1. The product is [Cl:1][C:2]1[CH:3]=[C:4]([C:8]2[N:9]=[CH:10][C:11]3[CH2:12][CH2:13][C:14]([CH3:26])([CH3:25])[C:15]4([C:21](=[O:22])[N:20]([CH3:23])[C:19](=[S:36])[NH:18]4)[C:16]=3[CH:17]=2)[CH:5]=[CH:6][CH:7]=1. The yield is 0.604. (7) The reactants are [CH2:1]([N:8]1[C:13](=[O:14])[CH2:12][NH:11][C:10]2[N:15]=[CH:16][C:17](I)=[CH:18][C:9]1=2)[C:2]1[CH:7]=[CH:6][CH:5]=[CH:4][CH:3]=1.[N:20]1[CH:25]=[CH:24][CH:23]=[C:22](B(O)O)[CH:21]=1. No catalyst specified. The product is [CH2:1]([N:8]1[C:13](=[O:14])[CH2:12][NH:11][C:10]2[N:15]=[CH:16][C:17]([C:22]3[CH:21]=[N:20][CH:25]=[CH:24][CH:23]=3)=[CH:18][C:9]1=2)[C:2]1[CH:7]=[CH:6][CH:5]=[CH:4][CH:3]=1. The yield is 0.600. (8) The reactants are [C:1]([C:3]1[CH:4]=[C:5]([N:9]2[CH2:16][CH2:15][CH2:14][C@H:10]2[C:11](O)=[O:12])[CH:6]=[CH:7][CH:8]=1)#[N:2].C(N(CC)CC)C.ClC(OCC)=O.[BH4-].[Na+].[Cl-].[NH4+]. The catalyst is C1COCC1. The product is [OH:12][CH2:11][C@@H:10]1[CH2:14][CH2:15][CH2:16][N:9]1[C:5]1[CH:4]=[C:3]([CH:8]=[CH:7][CH:6]=1)[C:1]#[N:2]. The yield is 0.590.